Dataset: Catalyst prediction with 721,799 reactions and 888 catalyst types from USPTO. Task: Predict which catalyst facilitates the given reaction. (1) Product: [Cl:20][C:17]1[CH:18]=[CH:19][C:14]([NH:13][C:11]2[C:10]3[C:5](=[CH:6][C:7]([O:24][CH3:25])=[C:8]([O:22][CH3:23])[CH:9]=3)[N:4]=[C:3]([N:41]3[CH2:40][CH2:39][CH:38]([N:29]([CH3:28])[C:30](=[O:37])[C@@H:31]4[CH2:35][CH2:34][CH2:33][N:32]4[CH3:36])[CH2:43][CH2:42]3)[N:12]=2)=[C:15]([F:21])[CH:16]=1. Reactant: Cl.Cl[C:3]1[N:12]=[C:11]([NH:13][C:14]2[CH:19]=[CH:18][C:17]([Cl:20])=[CH:16][C:15]=2[F:21])[C:10]2[C:5](=[CH:6][C:7]([O:24][CH3:25])=[C:8]([O:22][CH3:23])[CH:9]=2)[N:4]=1.Cl.Cl.[CH3:28][N:29]([CH:38]1[CH2:43][CH2:42][NH:41][CH2:40][CH2:39]1)[C:30](=[O:37])[C@@H:31]1[CH2:35][CH2:34][CH2:33][N:32]1[CH3:36].N12CCCN=C1CCCCC2.O1CCOCC1. The catalyst class is: 69. (2) Reactant: Cl.Cl[C:3]1[N:12]=[C:11]([N:13]([C:15]2[CH:20]=[CH:19][C:18]([O:21][CH3:22])=[CH:17][CH:16]=2)[CH3:14])[C:10]2[C:5](=[CH:6][CH:7]=[CH:8][CH:9]=2)[N:4]=1.[NH2:23][CH2:24][CH2:25][CH2:26][OH:27].C(Cl)(Cl)Cl. Product: [CH3:22][O:21][C:18]1[CH:19]=[CH:20][C:15]([N:13]([CH3:14])[C:11]2[C:10]3[C:5](=[CH:6][CH:7]=[CH:8][CH:9]=3)[N:4]=[C:3]([NH:23][CH2:24][CH2:25][CH2:26][OH:27])[N:12]=2)=[CH:16][CH:17]=1. The catalyst class is: 114. (3) Reactant: FC(F)(F)C(O)=O.C(OC([N:15]1[CH2:20][C:19](=[O:21])[N:18]([C:22]2[CH:27]=[C:26]([F:28])[CH:25]=[CH:24][C:23]=2[CH3:29])[CH2:17][C:16]1([CH3:31])[CH3:30])=O)(C)(C)C. Product: [CH3:30][C:16]1([CH3:31])[CH2:17][N:18]([C:22]2[CH:27]=[C:26]([F:28])[CH:25]=[CH:24][C:23]=2[CH3:29])[C:19](=[O:21])[CH2:20][NH:15]1. The catalyst class is: 2. (4) Reactant: [Cl:1][C:2]1[C:8]([Cl:9])=[CH:7][CH:6]=[CH:5][C:3]=1[NH2:4].[C:10](OC(=O)C)(=[O:12])[CH3:11]. Product: [Cl:1][C:2]1[C:8]([Cl:9])=[CH:7][CH:6]=[CH:5][C:3]=1[NH:4][C:10](=[O:12])[CH3:11]. The catalyst class is: 48. (5) Reactant: [OH:1][C:2]1[CH:7]=[CH:6][CH:5]=[CH:4][C:3]=1[C:8](=[O:10])[CH3:9].[OH-].[Na+]. Product: [OH:1][C:2]1[CH:7]=[CH:6][CH:5]=[CH:4][C:3]=1[CH:8]([OH:10])[CH3:9]. The catalyst class is: 113. (6) Reactant: [C:1]([C:3]1[C:4]([O:16][CH3:17])=[C:5]([C:13]([OH:15])=O)[C:6]2[C:11]([CH:12]=1)=[CH:10][CH:9]=[CH:8][CH:7]=2)#[N:2].[CH3:18][N:19]1[CH2:24][CH2:23][C:22]([C:27]2[CH:32]=[CH:31][C:30]([F:33])=[CH:29][CH:28]=2)([CH2:25][NH2:26])[CH2:21][CH2:20]1.Cl.C(N=C=NCCCN(C)C)C.ON1C2C=CC=CC=2N=N1. Product: [CH3:18][N:19]1[CH2:20][CH2:21][C:22]([C:27]2[CH:28]=[CH:29][C:30]([F:33])=[CH:31][CH:32]=2)([CH2:25][NH:26][C:13]([C:5]2[C:6]3[C:11](=[CH:10][CH:9]=[CH:8][CH:7]=3)[CH:12]=[C:3]([C:1]#[N:2])[C:4]=2[O:16][CH3:17])=[O:15])[CH2:23][CH2:24]1. The catalyst class is: 2.